Task: Predict the reactants needed to synthesize the given product.. Dataset: Full USPTO retrosynthesis dataset with 1.9M reactions from patents (1976-2016) (1) Given the product [N:3]1[C:12]2[C:7](=[CH:8][CH:9]=[CH:10][C:11]=2[O:13][CH:15]([CH3:21])[C:16]([O:18][CH2:19][CH3:20])=[O:17])[CH:6]=[CH:5][CH:4]=1, predict the reactants needed to synthesize it. The reactants are: [H-].[Na+].[N:3]1[C:12]2[C:7](=[CH:8][CH:9]=[CH:10][C:11]=2[OH:13])[CH:6]=[CH:5][CH:4]=1.Br[CH:15]([CH3:21])[C:16]([O:18][CH2:19][CH3:20])=[O:17]. (2) Given the product [C:18]([O:22][C:23]([N:25]1[CH2:32][CH2:31][N:30]([C:2]2[C:3]3[CH:10]=[CH:9][NH:8][C:4]=3[N:5]=[CH:6][N:7]=2)[CH2:29][C:26]21[CH2:27][CH2:28]2)=[O:24])([CH3:21])([CH3:19])[CH3:20], predict the reactants needed to synthesize it. The reactants are: Cl[C:2]1[C:3]2[CH:10]=[CH:9][NH:8][C:4]=2[N:5]=[CH:6][N:7]=1.CCN(CC)CC.[C:18]([O:22][C:23]([N:25]1[CH2:32][CH2:31][NH:30][CH2:29][C:26]21[CH2:28][CH2:27]2)=[O:24])([CH3:21])([CH3:20])[CH3:19]. (3) The reactants are: [Na+:1].[Cl-].C1N(CCO)CCN(CC[S:14]([OH:17])(=[O:16])=[O:15])C1.CC(NCC(O)COC1C=CC=CC=1CC=C)C.C(O)(=O)CCC(O)=O.CC(CC[CH2:49][C@H:50]([C@@H:52]1[C@]2(C)[C@H:55]([C@H:56]3[C@H](CC2)[C@]2(C)[C:59]([CH2:60][C@H:61](CC2)[OH:62])=[CH:58][CH2:57]3)[CH2:54][CH2:53]1)C)C.CC(CC[CH2:49][C@H:50]([C@@H:52]1[C@]2(C)[C@H:55]([C@H:56]3[C@H](CC2)[C@]2(C)[C:59]([CH2:60][C@H:61](CC2)[OH:62])=[CH:58][CH2:57]3)[CH2:54][CH2:53]1)C)C. Given the product [CH3:49][CH2:50][CH2:52][CH2:53][CH2:54][CH2:55][CH2:56][CH2:57][CH2:58][CH2:59][CH2:60][CH2:61][O:62][S:14]([O-:17])(=[O:15])=[O:16].[Na+:1], predict the reactants needed to synthesize it. (4) Given the product [NH2:26][C:27]1[C:28]([C:29](=[O:30])[NH2:31])=[CH:32][CH:33]=[CH:34][C:35]=1[NH:36][C:9]([C:7]1[S:8][C:4]([C:1](=[O:3])[CH3:2])=[CH:5][CH:6]=1)=[O:11], predict the reactants needed to synthesize it. The reactants are: [C:1]([C:4]1[S:8][C:7]([C:9]([OH:11])=O)=[CH:6][CH:5]=1)(=[O:3])[CH3:2].C(N1C=CN=C1)(N1C=CN=C1)=O.Cl.Cl.[NH2:26][C:27]1[C:35]([NH2:36])=[CH:34][CH:33]=[CH:32][C:28]=1[C:29]([NH2:31])=[O:30]. (5) Given the product [F:1][C:2]([F:11])([F:10])[C:3]1[CH:4]=[C:5]([N:15]2[CH2:16][CH2:17][CH:13]([OH:12])[CH2:14]2)[CH:6]=[CH:7][CH:8]=1, predict the reactants needed to synthesize it. The reactants are: [F:1][C:2]([F:11])([F:10])[C:3]1[CH:4]=[C:5](Br)[CH:6]=[CH:7][CH:8]=1.[OH:12][CH:13]1[CH2:17][CH2:16][NH:15][CH2:14]1.